This data is from Full USPTO retrosynthesis dataset with 1.9M reactions from patents (1976-2016). The task is: Predict the reactants needed to synthesize the given product. (1) The reactants are: [Cr](O[Cr]([O-])(=O)=O)([O-])(=O)=O.[NH+]1C=CC=CC=1.[NH+]1C=CC=CC=1.CN(C=O)C.[CH3:27][C:28]1([CH3:37])[O:32][C@H:31]2[CH2:33][O:34][CH:35]([OH:36])[C@H:30]2[O:29]1.[O-][Si]([O-])=O.[Mg+2]. Given the product [CH3:27][C:28]1([CH3:37])[O:32][C@H:31]2[CH2:33][O:34][C:35](=[O:36])[C@H:30]2[O:29]1, predict the reactants needed to synthesize it. (2) Given the product [N:1]1[CH:6]=[CH:5][CH:4]=[CH:3][C:2]=1[O:7][C:8]1[CH:23]=[CH:22][C:11]([C:12]([OH:14])=[O:13])=[CH:10][CH:9]=1, predict the reactants needed to synthesize it. The reactants are: [N:1]1[CH:6]=[CH:5][CH:4]=[CH:3][C:2]=1[O:7][C:8]1[CH:23]=[CH:22][C:11]([C:12]([O:14]CC2C=CC=CC=2)=[O:13])=[CH:10][CH:9]=1.